This data is from Peptide-MHC class I binding affinity with 185,985 pairs from IEDB/IMGT. The task is: Regression. Given a peptide amino acid sequence and an MHC pseudo amino acid sequence, predict their binding affinity value. This is MHC class I binding data. (1) The peptide sequence is VLTLLLLLV. The MHC is HLA-B57:01 with pseudo-sequence HLA-B57:01. The binding affinity (normalized) is 0.327. (2) The peptide sequence is FRYEFTAPF. The MHC is HLA-A26:01 with pseudo-sequence HLA-A26:01. The binding affinity (normalized) is 0.0847. (3) The peptide sequence is DPIPYDPKF. The MHC is HLA-B35:01 with pseudo-sequence HLA-B35:01. The binding affinity (normalized) is 0.528. (4) The peptide sequence is THFQRKRRV. The MHC is HLA-A03:01 with pseudo-sequence HLA-A03:01. The binding affinity (normalized) is 0.0847. (5) The binding affinity (normalized) is 0.156. The peptide sequence is MTNRQFHQK. The MHC is HLA-A01:01 with pseudo-sequence HLA-A01:01. (6) The MHC is HLA-A02:06 with pseudo-sequence HLA-A02:06. The peptide sequence is MVLMTHFFSV. The binding affinity (normalized) is 0.751.